Dataset: Reaction yield outcomes from USPTO patents with 853,638 reactions. Task: Predict the reaction yield, written as a fraction of the theoretical maximum amount of product (1.0 means a 100% yield; for example, 0.34 means a 34% yield). (1) The reactants are CC1(C)C(C)(C)OB([C:9]2[C:18]3[O:17][CH2:16][CH2:15][N:14]([C:19]([O:21][C:22]([CH3:25])([CH3:24])[CH3:23])=[O:20])[CH2:13][C:12]=3[S:11][CH:10]=2)O1.Br[C:28]([C:30]([F:33])([F:32])[F:31])=[CH2:29].C(=O)([O-])[O-].[Na+].[Na+].C(COC)OC. The catalyst is C1C=CC([P]([Pd]([P](C2C=CC=CC=2)(C2C=CC=CC=2)C2C=CC=CC=2)([P](C2C=CC=CC=2)(C2C=CC=CC=2)C2C=CC=CC=2)[P](C2C=CC=CC=2)(C2C=CC=CC=2)C2C=CC=CC=2)(C2C=CC=CC=2)C2C=CC=CC=2)=CC=1.O. The product is [F:31][C:30]([F:33])([F:32])[C:28]([C:9]1[C:18]2[O:17][CH2:16][CH2:15][N:14]([C:19]([O:21][C:22]([CH3:23])([CH3:24])[CH3:25])=[O:20])[CH2:13][C:12]=2[S:11][CH:10]=1)=[CH2:29]. The yield is 0.509. (2) The reactants are C[O:2][C:3]1[CH:4]=[C:5]([C:10]([C@@H:12]2[C@:21]3([CH3:22])[C@H:16]([C:17]([CH3:24])([CH3:23])[CH2:18][CH2:19][CH2:20]3)[CH2:15][C@@H:14]([OH:25])[C@@H:13]2[CH3:26])=[O:11])[CH:6]=[C:7]([CH3:9])[CH:8]=1. The catalyst is CN1C(=O)CCC1. The product is [OH:2][C:3]1[CH:4]=[C:5]([C:10]([CH:12]2[C@:21]3([CH3:22])[C@H:16]([C:17]([CH3:24])([CH3:23])[CH2:18][CH2:19][CH2:20]3)[CH2:15][C@@H:14]([OH:25])[C@@H:13]2[CH3:26])=[O:11])[CH:6]=[C:7]([CH3:9])[CH:8]=1. The yield is 0.370. (3) The reactants are [F:1][C:2]1[C:3]([CH2:30][CH2:31][C:32]2[S:33][CH:34]=[C:35]([CH:37]([CH3:39])[CH3:38])[N:36]=2)=[CH:4][C:5]2[N:6]([CH:29]=1)[C:7](=[O:28])[C:8](/[CH:19]=[CH:20]/[C:21]([O:23][C:24]([CH3:27])([CH3:26])[CH3:25])=[O:22])=[C:9]([N:11]1[CH2:16][CH2:15][CH2:14][CH:13](C=O)[CH2:12]1)[N:10]=2.[OH:40]C1CCCN(C2N=C3C=C(OCC4SC=C(C(C)C)N=4)C=CN3C(=O)C=2/C=C/C(OC(C)(C)C)=O)C1.C[O-].[Na+].O. The catalyst is CO. The product is [F:1][C:2]1[C:3]([CH2:30][CH2:31][C:32]2[S:33][CH:34]=[C:35]([CH:37]([CH3:39])[CH3:38])[N:36]=2)=[CH:4][C:5]2[N:6]([CH:29]=1)[C:7](=[O:28])[C:8](/[CH:19]=[CH:20]/[C:21]([O:23][C:24]([CH3:27])([CH3:26])[CH3:25])=[O:22])=[C:9]([N:11]1[CH2:16][CH2:15][CH2:14][CH:13]([OH:40])[CH2:12]1)[N:10]=2. The yield is 0.650. (4) The reactants are [N:1]1[CH:6]=[CH:5][CH:4]=[CH:3][C:2]=1[C:7]([C:9]1[S:13][C:12]([NH2:14])=[N:11][C:10]=1[C:15]1[O:16][CH:17]=[CH:18][CH:19]=1)=[O:8].[C:20]([N:27]1[CH:31]=[CH:30]N=[CH:28]1)(N1C=CN=C1)=[O:21].N1CC[O:35][CH2:34]C1.O. The catalyst is ClCCl. The product is [O:16]1[CH:17]=[CH:18][CH:19]=[C:15]1[C:10]1[N:11]=[C:12]([NH:14][C:20]([N:27]2[CH2:31][CH2:30][O:35][CH2:34][CH2:28]2)=[O:21])[S:13][C:9]=1[C:7]([C:2]1[CH:3]=[CH:4][CH:5]=[CH:6][N:1]=1)=[O:8]. The yield is 0.660. (5) The reactants are [CH3:1][O:2][C:3]1[CH:20]=[CH:19][C:6]([C:7]([NH:9][C:10]2[CH:15]=[CH:14][C:13]([N+:16]([O-:18])=[O:17])=[CH:12][CH:11]=2)=O)=[CH:5][CH:4]=1.COC1C=CC(P2(SP(C3C=CC(OC)=CC=3)(=S)S2)=[S:30])=CC=1. The catalyst is ClC1C=CC=CC=1. The product is [CH3:1][O:2][C:3]1[CH:20]=[CH:19][C:6]([C:7]([NH:9][C:10]2[CH:15]=[CH:14][C:13]([N+:16]([O-:18])=[O:17])=[CH:12][CH:11]=2)=[S:30])=[CH:5][CH:4]=1. The yield is 0.774.